From a dataset of Full USPTO retrosynthesis dataset with 1.9M reactions from patents (1976-2016). Predict the reactants needed to synthesize the given product. (1) The reactants are: C([O:8][C:9](=[O:43])[C:10]1[CH:15]=[CH:14][C:13]([O:16]CC2C=CC=CC=2)=[CH:12][C:11]=1[NH:24][C:25]1[C:34]2[C:29](=[CH:30][CH:31]=[C:32]([O:35][Si](C(C)(C)C)(C)C)[CH:33]=2)[CH:28]=[CH:27][CH:26]=1)C1C=CC=CC=1.[F-].C([N+](CCCC)(CCCC)CCCC)CCC. Given the product [OH:16][C:13]1[CH:14]=[CH:15][C:10]([C:9]([OH:43])=[O:8])=[C:11]([NH:24][C:25]2[C:34]3[C:29](=[CH:30][CH:31]=[C:32]([OH:35])[CH:33]=3)[CH:28]=[CH:27][CH:26]=2)[CH:12]=1, predict the reactants needed to synthesize it. (2) Given the product [CH3:21][O:20][C:14]1[CH:13]=[C:12]2[C:17](=[CH:16][C:15]=1[O:18][CH3:19])[C:8]([C:5]1[CH:4]=[CH:3][C:2]([NH:25][CH:23]([CH3:24])[CH3:22])=[N:7][CH:6]=1)=[N:9][CH:10]=[CH:11]2, predict the reactants needed to synthesize it. The reactants are: F[C:2]1[N:7]=[CH:6][C:5]([C:8]2[C:17]3[C:12](=[CH:13][C:14]([O:20][CH3:21])=[C:15]([O:18][CH3:19])[CH:16]=3)[CH:11]=[CH:10][N:9]=2)=[CH:4][CH:3]=1.[CH3:22][CH:23]([NH2:25])[CH3:24].CS(C)=O.O. (3) Given the product [CH3:10][N:9]([CH3:11])[C:6]1[CH:7]=[CH:8][C:3]([CH2:2][NH:1][C:30]([NH:28][C:27]2[C:25]3[NH:24][C:16](=[O:22])[NH:1][C:2]=3[CH:3]=[CH:4][CH:5]=2)=[O:31])=[CH:4][CH:5]=1, predict the reactants needed to synthesize it. The reactants are: [NH2:1][CH2:2][C:3]1[CH:8]=[CH:7][C:6]([N:9]([CH3:11])[CH3:10])=[CH:5][CH:4]=1.ClC(Cl)(O[C:16](=[O:22])OC(Cl)(Cl)Cl)Cl.[N-:24]=[C:25]=O.[CH3:27][N:28]([CH:30]=[O:31])C. (4) Given the product [CH3:14][N:15]([CH3:16])[C:11]([C:8]1([C:6]2[CH:5]=[CH:4][CH:3]=[C:2]([Br:1])[N:7]=2)[CH2:10][CH2:9]1)=[O:13], predict the reactants needed to synthesize it. The reactants are: [Br:1][C:2]1[N:7]=[C:6]([C:8]2([C:11]([OH:13])=O)[CH2:10][CH2:9]2)[CH:5]=[CH:4][CH:3]=1.[CH3:14][NH:15][CH3:16]. (5) Given the product [Cl:10][C:7]([O:6][C:5]1[C:16]2[NH:15][C:14]([OH:13])=[N:18][C:17]=2[CH:19]=[CH:20][CH:21]=1)=[O:26], predict the reactants needed to synthesize it. The reactants are: ClC(Cl)(O[C:5](=O)[O:6][C:7]([Cl:10])(Cl)Cl)Cl.[OH:13][C:14]1[NH:15][C:16]2C=[CH:21][CH:20]=[CH:19][C:17]=2[N:18]=1.C1C[O:26]CC1. (6) Given the product [Cl:11][C:3]1[CH:4]=[C:5]([N+:8]([O-:10])=[O:9])[CH:6]=[CH:7][C:2]=1[S:13][CH3:12], predict the reactants needed to synthesize it. The reactants are: F[C:2]1[CH:7]=[CH:6][C:5]([N+:8]([O-:10])=[O:9])=[CH:4][C:3]=1[Cl:11].[CH3:12][S-:13].[Na+]. (7) Given the product [F:20][C:17]1([F:19])[C:16](=[O:21])[N:15]([CH3:22])[C:14]2[CH:23]=[CH:24][C:11]([N:7]3[CH2:6][C@H:5]([C:3]([NH2:25])=[O:4])[O:9][C:8]3=[O:10])=[CH:12][C:13]=2[O:18]1, predict the reactants needed to synthesize it. The reactants are: CO[C:3]([C@@H:5]1[O:9][C:8](=[O:10])[N:7]([C:11]2[CH:24]=[CH:23][C:14]3[N:15]([CH3:22])[C:16](=[O:21])[C:17]([F:20])([F:19])[O:18][C:13]=3[CH:12]=2)[CH2:6]1)=[O:4].[NH3:25].